Dataset: Catalyst prediction with 721,799 reactions and 888 catalyst types from USPTO. Task: Predict which catalyst facilitates the given reaction. (1) Reactant: [Si]([O:8][CH2:9][CH2:10][O:11][C:12]1[CH:13]=[CH:14][C:15]([C:24]2[NH:33][C:32](=[O:34])[C:31]3[C:26](=[CH:27][C:28]([O:37][CH3:38])=[CH:29][C:30]=3[O:35][CH3:36])[N:25]=2)=[N:16][C:17]=1[C:18]1[CH:23]=[CH:22][CH:21]=[CH:20][CH:19]=1)(C(C)(C)C)(C)C.CCCC[N+](CCCC)(CCCC)CCCC.[F-]. Product: [OH:8][CH2:9][CH2:10][O:11][C:12]1[CH:13]=[CH:14][C:15]([C:24]2[NH:33][C:32](=[O:34])[C:31]3[C:26](=[CH:27][C:28]([O:37][CH3:38])=[CH:29][C:30]=3[O:35][CH3:36])[N:25]=2)=[N:16][C:17]=1[C:18]1[CH:23]=[CH:22][CH:21]=[CH:20][CH:19]=1. The catalyst class is: 1. (2) Reactant: [O:1]1[C:6]2[CH:7]=[CH:8][C:9]([CH:11]=[O:12])=[CH:10][C:5]=2[NH:4][CH2:3][CH2:2]1.[H-].[Na+].[C:15]([C:19]1[CH:20]=[C:21]([CH:24]=[C:25]([C:27]([CH3:30])([CH3:29])[CH3:28])[CH:26]=1)[CH2:22]Br)([CH3:18])([CH3:17])[CH3:16]. Product: [C:15]([C:19]1[CH:20]=[C:21]([CH:24]=[C:25]([C:27]([CH3:30])([CH3:29])[CH3:28])[CH:26]=1)[CH2:22][N:4]1[C:5]2[CH:10]=[C:9]([CH:11]=[O:12])[CH:8]=[CH:7][C:6]=2[O:1][CH2:2][CH2:3]1)([CH3:18])([CH3:17])[CH3:16]. The catalyst class is: 3. (3) Reactant: C(OC([NH:8][CH2:9][C:10]([NH:12][C:13]1[CH:22]=[CH:21][C:16]([C:17]([O:19][CH3:20])=[O:18])=[CH:15][C:14]=1[F:23])=[O:11])=O)(C)(C)C.[C:24]([OH:30])([C:26]([F:29])([F:28])[F:27])=[O:25]. Product: [F:27][C:26]([F:29])([F:28])[C:24]([OH:30])=[O:25].[NH2:8][CH2:9][C:10]([NH:12][C:13]1[CH:22]=[CH:21][C:16]([C:17]([O:19][CH3:20])=[O:18])=[CH:15][C:14]=1[F:23])=[O:11]. The catalyst class is: 2. (4) Reactant: [CH2:1]([O:3][C:4]([C:6]1[CH:7]=[C:8]2[C:12](=[C:13]([NH:15]C(OCC3C=CC=CC=3)=O)[CH:14]=1)[NH:11][CH:10]=[C:9]2[CH2:26][CH3:27])=[O:5])[CH3:2].O. Product: [CH2:1]([O:3][C:4]([C:6]1[CH:7]=[C:8]2[C:12](=[C:13]([NH2:15])[CH:14]=1)[NH:11][CH:10]=[C:9]2[CH2:26][CH3:27])=[O:5])[CH3:2]. The catalyst class is: 50. (5) Reactant: [CH2:1]([O:8][C:9]1[CH:14]=[CH:13][C:12]([CH2:15][CH:16]([NH:18][C:19](=[O:28])[CH2:20][C:21]2[CH:26]=[CH:25][C:24]([CH3:27])=[CH:23][CH:22]=2)[CH3:17])=[CH:11][C:10]=1[O:29][CH3:30])[C:2]1[CH:7]=[CH:6][CH:5]=[CH:4][CH:3]=1.[C:31]([O:35]C(N(C)C)N(C)C)(C)(C)C.Cl. The catalyst class is: 7. Product: [CH2:1]([O:8][C:9]1[CH:14]=[CH:13][C:12]([CH2:15][CH:16]([NH:18][C:19](=[O:28])[C:20]([C:21]2[CH:22]=[CH:23][C:24]([CH3:27])=[CH:25][CH:26]=2)=[CH:31][OH:35])[CH3:17])=[CH:11][C:10]=1[O:29][CH3:30])[C:2]1[CH:7]=[CH:6][CH:5]=[CH:4][CH:3]=1. (6) Reactant: [CH:1]1C=CC(P(C2C=CC=CC=2)C2C=CC=CC=2)=CC=1.[N:20]([CH2:23][CH2:24][C@@H:25]([NH:33][C:34]([N:36]1[CH2:45][CH2:44][C:43]2[CH:42]=[N:41][C:40]([NH:46][CH:47]([CH3:49])[CH3:48])=[N:39][C:38]=2[CH2:37]1)=[O:35])[C:26]1[CH:31]=[CH:30][C:29]([Cl:32])=[CH:28][CH:27]=1)=[N+]=[N-].CI.[OH-].[K+]. Product: [Cl:32][C:29]1[CH:30]=[CH:31][C:26]([C@H:25]([NH:33][C:34]([N:36]2[CH2:45][CH2:44][C:43]3[CH:42]=[N:41][C:40]([NH:46][CH:47]([CH3:49])[CH3:48])=[N:39][C:38]=3[CH2:37]2)=[O:35])[CH2:24][CH2:23][NH:20][CH3:1])=[CH:27][CH:28]=1. The catalyst class is: 36. (7) Reactant: [C:1]([CH2:9][C:10]([O:12][CH2:13][CH3:14])=[O:11])(=[O:8])[C:2]1[CH:7]=[CH:6][CH:5]=[CH:4][CH:3]=1.C(=O)([O-])[O-].[K+].[K+].[OH:21][C:22]1[CH:23]=[C:24]([CH:27]=[CH:28][CH:29]=1)[CH2:25]Cl. Product: [CH2:13]([O:12][C:10](=[O:11])[CH:9]([CH2:25][C:24]1[CH:27]=[CH:28][CH:29]=[C:22]([OH:21])[CH:23]=1)[C:1](=[O:8])[C:2]1[CH:7]=[CH:6][CH:5]=[CH:4][CH:3]=1)[CH3:14]. The catalyst class is: 9.